From a dataset of Forward reaction prediction with 1.9M reactions from USPTO patents (1976-2016). Predict the product of the given reaction. (1) Given the reactants BrC1C=C[C:5]([C:6]#[N:7])=CC=1C.[O:11]=S(Cl)[Cl:13].[CH:15]([OH:18])([CH3:17])[CH3:16], predict the reaction product. The product is: [Cl-:13].[CH:15]([O:18][C:5](=[O:11])[CH2:6][NH3+:7])([CH3:17])[CH3:16]. (2) Given the reactants [NH2:1][CH2:2][C:3]1[N:4]([CH2:17][C:18]2[CH:23]=[CH:22][CH:21]=[CH:20][CH:19]=2)[C:5]2[C:14]3[CH:13]=[CH:12][CH:11]=[CH:10][C:9]=3[N:8]=[C:7]([NH2:15])[C:6]=2[N:16]=1.C1(C(C2C=CC=CC=2)(C2C=CC=CC=2)[S:31][CH2:32][CH2:33][C:34](ON2C(=O)CCC2=O)=[O:35])C=CC=CC=1, predict the reaction product. The product is: [NH2:15][C:7]1[C:6]2[N:16]=[C:3]([CH2:2][NH:1][C:34](=[O:35])[CH2:33][CH2:32][SH:31])[N:4]([CH2:17][C:18]3[CH:23]=[CH:22][CH:21]=[CH:20][CH:19]=3)[C:5]=2[C:14]2[CH:13]=[CH:12][CH:11]=[CH:10][C:9]=2[N:8]=1. (3) Given the reactants Br[C:2]1[CH:7]=[CH:6][C:5]([S:8]([CH3:11])(=[O:10])=[O:9])=[C:4]([C:12]([F:15])([F:14])[F:13])[CH:3]=1.[B:16]1([B:16]2[O:20][C:19]([CH3:22])([CH3:21])[C:18]([CH3:24])([CH3:23])[O:17]2)[O:20][C:19]([CH3:22])([CH3:21])[C:18]([CH3:24])([CH3:23])[O:17]1.C([O-])(=O)C.[K+], predict the reaction product. The product is: [CH3:23][C:18]1([CH3:24])[C:19]([CH3:22])([CH3:21])[O:20][B:16]([C:2]2[CH:7]=[CH:6][C:5]([S:8]([CH3:11])(=[O:10])=[O:9])=[C:4]([C:12]([F:15])([F:14])[F:13])[CH:3]=2)[O:17]1. (4) Given the reactants [C:1]1([S:7]([C:10]2[CH:11]=[C:12]3[C:16](=[CH:17][CH:18]=2)[NH:15][CH:14]=[C:13]3[CH2:19][CH2:20][NH:21][C:22](=[O:28])[O:23][C:24]([CH3:27])([CH3:26])[CH3:25])(=[O:9])=[O:8])[CH:6]=[CH:5][CH:4]=[CH:3][CH:2]=1.[C:29]([O-])([O-])=O.[Cs+].[Cs+].S(OC)(OC)(=O)=O, predict the reaction product. The product is: [CH3:29][N:15]1[C:16]2[C:12](=[CH:11][C:10]([S:7]([C:1]3[CH:2]=[CH:3][CH:4]=[CH:5][CH:6]=3)(=[O:8])=[O:9])=[CH:18][CH:17]=2)[C:13]([CH2:19][CH2:20][NH:21][C:22](=[O:28])[O:23][C:24]([CH3:25])([CH3:27])[CH3:26])=[CH:14]1. (5) Given the reactants [CH2:1]([O:3][C:4](=[O:29])[CH2:5][C:6]1[CH:11]=[CH:10][C:9]([O:12][CH3:13])=[C:8]([O:14][C:15]2[CH:20]=[CH:19][C:18]([NH2:21])=[CH:17][C:16]=2[CH2:22][N:23]2[CH2:27][CH2:26][O:25][C:24]2=[O:28])[CH:7]=1)[CH3:2].[C:30](Cl)(=[O:34])[CH:31]([CH3:33])[CH3:32], predict the reaction product. The product is: [CH2:1]([O:3][C:4](=[O:29])[CH2:5][C:6]1[CH:11]=[CH:10][C:9]([O:12][CH3:13])=[C:8]([O:14][C:15]2[CH:20]=[CH:19][C:18]([NH:21][C:30](=[O:34])[CH:31]([CH3:33])[CH3:32])=[CH:17][C:16]=2[CH2:22][N:23]2[CH2:27][CH2:26][O:25][C:24]2=[O:28])[CH:7]=1)[CH3:2]. (6) Given the reactants C(O[C:14]1[CH:23]=[C:22]2[C:17]([CH:18]=[CH:19][C:20]([OH:24])=[CH:21]2)=[CH:16][CH:15]=1)CCCCCCCCCCC, predict the reaction product. The product is: [CH:15]1[CH:16]=[C:17]2[CH:18]=[CH:19][C:20]([OH:24])=[C:21]([C:21]3[C:22]4[C:17](=[CH:16][CH:15]=[CH:14][CH:23]=4)[CH:18]=[CH:19][C:20]=3[OH:24])[C:22]2=[CH:23][CH:14]=1.